Dataset: NCI-60 drug combinations with 297,098 pairs across 59 cell lines. Task: Regression. Given two drug SMILES strings and cell line genomic features, predict the synergy score measuring deviation from expected non-interaction effect. (1) Drug 1: C1=NC2=C(N=C(N=C2N1C3C(C(C(O3)CO)O)F)Cl)N. Drug 2: CS(=O)(=O)CCNCC1=CC=C(O1)C2=CC3=C(C=C2)N=CN=C3NC4=CC(=C(C=C4)OCC5=CC(=CC=C5)F)Cl. Cell line: OVCAR-8. Synergy scores: CSS=36.8, Synergy_ZIP=-1.07, Synergy_Bliss=-1.18, Synergy_Loewe=-15.1, Synergy_HSA=-1.89. (2) Drug 1: CC12CCC(CC1=CCC3C2CCC4(C3CC=C4C5=CN=CC=C5)C)O. Drug 2: CC1=C2C(C(=O)C3(C(CC4C(C3C(C(C2(C)C)(CC1OC(=O)C(C(C5=CC=CC=C5)NC(=O)OC(C)(C)C)O)O)OC(=O)C6=CC=CC=C6)(CO4)OC(=O)C)OC)C)OC. Cell line: 786-0. Synergy scores: CSS=64.5, Synergy_ZIP=12.3, Synergy_Bliss=12.6, Synergy_Loewe=3.57, Synergy_HSA=14.3. (3) Drug 1: COC1=CC(=CC(=C1O)OC)C2C3C(COC3=O)C(C4=CC5=C(C=C24)OCO5)OC6C(C(C7C(O6)COC(O7)C8=CC=CS8)O)O. Drug 2: CC1C(C(CC(O1)OC2CC(CC3=C2C(=C4C(=C3O)C(=O)C5=CC=CC=C5C4=O)O)(C(=O)C)O)N)O. Cell line: NCI-H226. Synergy scores: CSS=67.1, Synergy_ZIP=4.99, Synergy_Bliss=7.01, Synergy_Loewe=9.68, Synergy_HSA=10.9. (4) Cell line: BT-549. Drug 2: CS(=O)(=O)OCCCCOS(=O)(=O)C. Synergy scores: CSS=5.00, Synergy_ZIP=-0.735, Synergy_Bliss=1.54, Synergy_Loewe=-2.30, Synergy_HSA=-1.06. Drug 1: CCC(=C(C1=CC=CC=C1)C2=CC=C(C=C2)OCCN(C)C)C3=CC=CC=C3.C(C(=O)O)C(CC(=O)O)(C(=O)O)O. (5) Drug 1: COC1=CC(=CC(=C1O)OC)C2C3C(COC3=O)C(C4=CC5=C(C=C24)OCO5)OC6C(C(C7C(O6)COC(O7)C8=CC=CS8)O)O. Drug 2: CC(C)NC(=O)C1=CC=C(C=C1)CNNC.Cl. Cell line: NCI-H226. Synergy scores: CSS=21.6, Synergy_ZIP=1.17, Synergy_Bliss=5.46, Synergy_Loewe=-26.8, Synergy_HSA=2.34. (6) Drug 1: C1CC(=O)NC(=O)C1N2CC3=C(C2=O)C=CC=C3N. Drug 2: CCN(CC)CCCC(C)NC1=C2C=C(C=CC2=NC3=C1C=CC(=C3)Cl)OC. Cell line: CAKI-1. Synergy scores: CSS=12.5, Synergy_ZIP=-6.78, Synergy_Bliss=2.32, Synergy_Loewe=1.76, Synergy_HSA=2.56. (7) Drug 1: C1=NC2=C(N1)C(=S)N=C(N2)N. Drug 2: C1C(C(OC1N2C=NC3=C2NC=NCC3O)CO)O. Cell line: HS 578T. Synergy scores: CSS=15.8, Synergy_ZIP=-4.41, Synergy_Bliss=-7.27, Synergy_Loewe=-24.5, Synergy_HSA=-7.33. (8) Drug 1: CCC1(C2=C(COC1=O)C(=O)N3CC4=CC5=C(C=CC(=C5CN(C)C)O)N=C4C3=C2)O.Cl. Drug 2: B(C(CC(C)C)NC(=O)C(CC1=CC=CC=C1)NC(=O)C2=NC=CN=C2)(O)O. Cell line: UACC-257. Synergy scores: CSS=24.7, Synergy_ZIP=-1.58, Synergy_Bliss=-1.52, Synergy_Loewe=-8.39, Synergy_HSA=-0.0245. (9) Drug 1: CNC(=O)C1=CC=CC=C1SC2=CC3=C(C=C2)C(=NN3)C=CC4=CC=CC=N4. Drug 2: C1=NC2=C(N=C(N=C2N1C3C(C(C(O3)CO)O)O)F)N. Cell line: UACC62. Synergy scores: CSS=3.40, Synergy_ZIP=-1.65, Synergy_Bliss=0.798, Synergy_Loewe=0.931, Synergy_HSA=0.865. (10) Drug 1: C1=NC2=C(N1)C(=S)N=C(N2)N. Drug 2: C1=NC2=C(N1)C(=S)N=CN2. Cell line: IGROV1. Synergy scores: CSS=27.6, Synergy_ZIP=-10.6, Synergy_Bliss=-1.71, Synergy_Loewe=-9.72, Synergy_HSA=-2.18.